This data is from Forward reaction prediction with 1.9M reactions from USPTO patents (1976-2016). The task is: Predict the product of the given reaction. (1) Given the reactants [NH2:1][C:2]1[CH:3]=[C:4]([CH:7]=[C:8]([NH:10][C:11]2[N:20]=[C:19]([N:21]3[CH2:25][CH2:24][C@H:23]([NH2:26])[CH2:22]3)[C:18]3[C:13](=[CH:14][CH:15]=[CH:16][CH:17]=3)[N:12]=2)[CH:9]=1)[C:5]#[N:6].[C:27](O)(=[O:30])[CH2:28][CH3:29].C(N(C(C)C)CC)(C)C.[ClH:41].CN(C)CCCN=C=NCC.O.ON1C2C=CC=CC=2N=N1, predict the reaction product. The product is: [ClH:41].[NH2:1][C:2]1[CH:9]=[C:8]([NH:10][C:11]2[N:20]=[C:19]([N:21]3[CH2:25][CH2:24][C@H:23]([NH:26][C:27](=[O:30])[CH2:28][CH3:29])[CH2:22]3)[C:18]3[C:13](=[CH:14][CH:15]=[CH:16][CH:17]=3)[N:12]=2)[CH:7]=[C:4]([C:5]#[N:6])[CH:3]=1. (2) The product is: [O:18]=[C:2]1[CH:3]([CH2:10][CH2:11][C:12]([O:14][CH3:15])=[O:13])[C:4]2[C:9](=[CH:8][CH:7]=[CH:6][CH:5]=2)[NH:1]1. Given the reactants [NH:1]1[C:9]2[C:4](=[CH:5][CH:6]=[CH:7][CH:8]=2)[C:3]([CH2:10][CH2:11][C:12]([O:14][CH3:15])=[O:13])=[CH:2]1.C(O)(=[O:18])C.CS(C)=O.Cl, predict the reaction product. (3) Given the reactants [N:1]1([CH2:7][CH2:8][N:9]([CH2:21][CH2:22][CH3:23])[CH:10]2[CH2:19][CH2:18][C:17]3[C:16]([OH:20])=[CH:15][CH:14]=[CH:13][C:12]=3[CH2:11]2)[CH2:6][CH2:5][NH:4][CH2:3][CH2:2]1.Cl[C:25]1[C:34]2[C:29](=[C:30]([O:35][CH3:36])[CH:31]=[CH:32][CH:33]=2)[N:28]=[CH:27][CH:26]=1, predict the reaction product. The product is: [CH3:36][O:35][C:30]1[CH:31]=[CH:32][CH:33]=[C:34]2[C:29]=1[N:28]=[CH:27][CH:26]=[C:25]2[N:4]1[CH2:5][CH2:6][N:1]([CH2:7][CH2:8][N:9]([CH2:21][CH2:22][CH3:23])[CH:10]2[CH2:19][CH2:18][C:17]3[C:16]([OH:20])=[CH:15][CH:14]=[CH:13][C:12]=3[CH2:11]2)[CH2:2][CH2:3]1. (4) Given the reactants [OH:1][C:2]([CH3:35])([CH3:34])[CH2:3][C@@:4]1([C:28]2[CH:33]=[CH:32][CH:31]=[CH:30][CH:29]=2)[O:9][C:8](=[O:10])[N:7]([C@H:11]([C:13]2[CH:18]=[CH:17][C:16]([C:19]3[N:24]=[C:23]([C:25](O)=[O:26])[CH:22]=[CH:21][CH:20]=3)=[CH:15][CH:14]=2)[CH3:12])[CH2:6][CH2:5]1.[CH3:36][NH:37][CH3:38], predict the reaction product. The product is: [CH3:36][N:37]([CH3:38])[C:25]([C:23]1[CH:22]=[CH:21][CH:20]=[C:19]([C:16]2[CH:17]=[CH:18][C:13]([C@@H:11]([N:7]3[CH2:6][CH2:5][C@:4]([CH2:3][C:2]([OH:1])([CH3:35])[CH3:34])([C:28]4[CH:29]=[CH:30][CH:31]=[CH:32][CH:33]=4)[O:9][C:8]3=[O:10])[CH3:12])=[CH:14][CH:15]=2)[N:24]=1)=[O:26]. (5) Given the reactants [Cl:1][C:2]1[CH:7]=[C:6](F)[CH:5]=[CH:4][C:3]=1[C:9]1[CH:18]=[C:17]([OH:19])[CH:16]=[C:15]2[C:10]=1[CH2:11][CH2:12][C:13](=[O:28])[N:14]2[C:20]1[C:25]([Cl:26])=[CH:24][CH:23]=[CH:22][C:21]=1[Cl:27].C1C=CC(P(C2C=CC=CC=2)C2C=CC=CC=2)=CC=1.O[CH:49]1[CH2:54][CH2:53][N:52]([C:55]([O:57][C:58]([CH3:61])([CH3:60])[CH3:59])=[O:56])[CH2:51][CH2:50]1.N(C(OCC)=O)=NC(OCC)=O, predict the reaction product. The product is: [Cl:1][C:2]1[CH:7]=[CH:6][CH:5]=[CH:4][C:3]=1[C:9]1[CH:18]=[C:17]([O:19][CH:49]2[CH2:54][CH2:53][N:52]([C:55]([O:57][C:58]([CH3:61])([CH3:60])[CH3:59])=[O:56])[CH2:51][CH2:50]2)[CH:16]=[C:15]2[C:10]=1[CH:11]=[CH:12][C:13](=[O:28])[N:14]2[C:20]1[C:25]([Cl:26])=[CH:24][CH:23]=[CH:22][C:21]=1[Cl:27]. (6) Given the reactants Cl[C:2]1[N:10]=[C:9]2[C:5]([N:6]=[CH:7][N:8]2[CH2:11][CH2:12][CH3:13])=[C:4]([NH:14][CH2:15][CH2:16][C:17]2[CH:22]=[CH:21][CH:20]=[CH:19][CH:18]=2)[N:3]=1.[NH2:23][C@H:24]([CH2:27][CH3:28])[CH2:25][OH:26].CCOCC, predict the reaction product. The product is: [CH2:15]([NH:14][C:4]1[N:3]=[C:2]([NH:23][C@H:24]([CH2:27][CH3:28])[CH2:25][OH:26])[N:10]=[C:9]2[C:5]=1[N:6]=[CH:7][N:8]2[CH2:11][CH2:12][CH3:13])[CH2:16][C:17]1[CH:22]=[CH:21][CH:20]=[CH:19][CH:18]=1. (7) Given the reactants [C:1]([O:5][C:6]([N:8]1[CH2:13][CH:12]=[C:11]([O:14][Si](C)(C)C)[CH2:10][CH2:9]1)=[O:7])([CH3:4])([CH3:3])[CH3:2].[B-](F)(F)(F)[F:20].[B-](F)(F)(F)F.C1[N+]2(CCl)CC[N+](F)(CC2)C1.[Cl-].[Na+], predict the reaction product. The product is: [C:1]([O:5][C:6]([N:8]1[CH2:13][CH2:12][C:11](=[O:14])[CH:10]([F:20])[CH2:9]1)=[O:7])([CH3:4])([CH3:3])[CH3:2]. (8) Given the reactants [F:1][C:2]1[CH:3]=[C:4]([CH:18]=[CH:19][CH:20]=1)[O:5][C:6]1[CH:14]=[CH:13][CH:12]=[C:11]2[C:7]=1[CH:8]=[C:9]([C:15]([OH:17])=O)[NH:10]2.Cl.Cl.Cl.[N:24]1([CH2:31][CH2:32][N:33]2[CH2:38][CH2:37][CH:36]([NH2:39])[CH2:35][CH2:34]2)[CH2:30][CH2:29][CH2:28][CH2:27][CH2:26][CH2:25]1, predict the reaction product. The product is: [N:24]1([CH2:31][CH2:32][N:33]2[CH2:34][CH2:35][CH:36]([NH:39][C:15]([C:9]3[NH:10][C:11]4[C:7]([CH:8]=3)=[C:6]([O:5][C:4]3[CH:18]=[CH:19][CH:20]=[C:2]([F:1])[CH:3]=3)[CH:14]=[CH:13][CH:12]=4)=[O:17])[CH2:37][CH2:38]2)[CH2:30][CH2:29][CH2:28][CH2:27][CH2:26][CH2:25]1. (9) The product is: [ClH:1].[ClH:40].[Cl:1][C:2]1[CH:7]=[CH:6][C:5]([C:8]2[CH:13]=[CH:12][C:11]([O:14][C:15]([F:17])([F:18])[F:16])=[C:10]([CH2:19][NH:20][C@H:21]3[CH2:26][CH2:25][NH:24][CH2:23][C@H:22]3[C:34]3[CH:35]=[CH:36][CH:37]=[CH:38][CH:39]=3)[CH:9]=2)=[CH:4][CH:3]=1. Given the reactants [Cl:1][C:2]1[CH:7]=[CH:6][C:5]([C:8]2[CH:13]=[CH:12][C:11]([O:14][C:15]([F:18])([F:17])[F:16])=[C:10]([CH2:19][NH:20][C@H:21]3[CH2:26][CH2:25][N:24](C(OC(C)(C)C)=O)[CH2:23][C@H:22]3[C:34]3[CH:39]=[CH:38][CH:37]=[CH:36][CH:35]=3)[CH:9]=2)=[CH:4][CH:3]=1.[ClH:40].C(OCC)(=O)C, predict the reaction product. (10) Given the reactants [OH:1][CH2:2][CH:3]1[CH2:12][N:7]2[CH2:8][CH2:9][NH:10][CH2:11][CH:6]2[CH2:5][CH2:4]1.Cl[C:14]1[C:19]([Cl:20])=[CH:18][C:17]([Cl:21])=[CH:16][N:15]=1.C(=O)([O-])[O-].[Na+].[Na+], predict the reaction product. The product is: [OH:1][CH2:2][CH:3]1[CH2:12][N:7]2[CH2:8][CH2:9][N:10]([C:14]3[C:19]([Cl:20])=[CH:18][C:17]([Cl:21])=[CH:16][N:15]=3)[CH2:11][CH:6]2[CH2:5][CH2:4]1.